Dataset: Forward reaction prediction with 1.9M reactions from USPTO patents (1976-2016). Task: Predict the product of the given reaction. (1) Given the reactants Br[C:2]1[CH:7]=[CH:6][C:5]([C:8]([OH:14])([CH3:13])[C:9]([F:12])([F:11])[F:10])=[CH:4][CH:3]=1.[N:15]1(C(OCC2C=CC=CC=2)=[O:22])[CH2:20][CH2:19][NH:18][CH2:17][CH2:16]1.C1(P(C2CCCCC2)C2C=CC=CC=2C2C(OC(C)C)=CC=CC=2OC(C)C)CCCCC1.CC(C)([O-])C.[Na+].C(=O)(O)[O-].[Na+].[S:75]1[CH:79]=[CH:78][N:77]=[C:76]1[S:80](Cl)(=[O:82])=[O:81].CCN(C(C)C)C(C)C, predict the reaction product. The product is: [F:10][C:9]([F:12])([F:11])[C:8]([OH:14])=[O:22].[F:10][C:9]([F:12])([F:11])[C:8]([C:5]1[CH:6]=[CH:7][C:2]([N:18]2[CH2:19][CH2:20][N:15]([S:80]([C:76]3[S:75][CH:79]=[CH:78][N:77]=3)(=[O:82])=[O:81])[CH2:16][CH2:17]2)=[CH:3][CH:4]=1)([OH:14])[CH3:13]. (2) Given the reactants [Cl:1][C:2]1[CH:3]=[N:4][CH:5]=[C:6]([Cl:10])[C:7]=1[CH:8]=O.[OH-:11].[Na+].Cl.[NH2:14]O, predict the reaction product. The product is: [Cl:1][C:2]1[CH:3]=[N:4][CH:5]=[C:6]([Cl:10])[C:7]=1[CH:8]=[N:14][OH:11]. (3) Given the reactants Cl.NO.[C:4](=[O:7])(O)[O-].[Na+].ClC(OC1C=CC([N+:19]([O-])=[O:20])=CC=1)=O.[CH3:22][O:23][C:24]1[CH:29]=[CH:28][C:27]([C:30]2[N:31]=[C:32]([CH:43]3[CH2:48][CH2:47][NH:46][CH2:45][CH2:44]3)[O:33][C:34]=2[C:35]2[CH:40]=[CH:39][C:38]([O:41][CH3:42])=[CH:37][CH:36]=2)=[CH:26][CH:25]=1.C(N(CC)CC)C, predict the reaction product. The product is: [CH3:22][O:23][C:24]1[CH:29]=[CH:28][C:27]([C:30]2[N:31]=[C:32]([CH:43]3[CH2:48][CH2:47][N:46]([C:4](=[O:7])[NH:19][OH:20])[CH2:45][CH2:44]3)[O:33][C:34]=2[C:35]2[CH:40]=[CH:39][C:38]([O:41][CH3:42])=[CH:37][CH:36]=2)=[CH:26][CH:25]=1. (4) Given the reactants [CH2:1]([C:3]1([CH2:17][CH3:18])[C:11]2[C:6](=[CH:7][CH:8]=[C:9]([N+:12]([O-])=O)[CH:10]=2)[N:5]([CH3:15])[C:4]1=[O:16])[CH3:2].[C:19](O)(=[O:21])[CH3:20], predict the reaction product. The product is: [CH2:1]([C:3]1([CH2:17][CH3:18])[C:11]2[C:6](=[CH:7][CH:8]=[C:9]([NH:12][C:19](=[O:21])[CH3:20])[CH:10]=2)[N:5]([CH3:15])[C:4]1=[O:16])[CH3:2]. (5) Given the reactants [CH2:1]([N:8]1[CH2:12][CH:11]([C:13]2[CH:18]=[CH:17][C:16]([Cl:19])=[C:15]([F:20])[CH:14]=2)[CH:10]([NH2:21])[CH2:9]1)[C:2]1[CH:7]=[CH:6][CH:5]=[CH:4][CH:3]=1.[C:22]([O-])([O-])=O.[K+].[K+].ClC(OCC)=O.B, predict the reaction product. The product is: [CH2:1]([N:8]1[CH2:12][CH:11]([C:13]2[CH:18]=[CH:17][C:16]([Cl:19])=[C:15]([F:20])[CH:14]=2)[CH:10]([NH:21][CH3:22])[CH2:9]1)[C:2]1[CH:3]=[CH:4][CH:5]=[CH:6][CH:7]=1. (6) Given the reactants [CH3:1][C:2]1[C:3]([C:28]2[CH:33]=[CH:32][CH:31]=[CH:30][CH:29]=2)=[C:4]([O:14][C:15]2[CH:20]=[CH:19][C:18]([O:21][CH2:22][C:23]([O:25]CC)=[O:24])=[CH:17][CH:16]=2)[C:5]2[C:10]([CH:11]=1)=[CH:9][C:8]([O:12][CH3:13])=[CH:7][CH:6]=2.CCO.[OH-].[Na+].Cl, predict the reaction product. The product is: [CH3:1][C:2]1[C:3]([C:28]2[CH:33]=[CH:32][CH:31]=[CH:30][CH:29]=2)=[C:4]([O:14][C:15]2[CH:16]=[CH:17][C:18]([O:21][CH2:22][C:23]([OH:25])=[O:24])=[CH:19][CH:20]=2)[C:5]2[C:10]([CH:11]=1)=[CH:9][C:8]([O:12][CH3:13])=[CH:7][CH:6]=2. (7) Given the reactants [NH:1]1[C:5]2[CH:6]=[CH:7][CH:8]=[CH:9][C:4]=2[N:3]=[C:2]1[O:10][C:11]1[CH:16]=[CH:15][C:14]([C:17]2[N:18]([CH2:26][CH3:27])[N:19]=[C:20]3[CH:25]=[CH:24][CH:23]=[N:22][C:21]=23)=[CH:13][CH:12]=1.IC.[C:30](=O)([O-])[O-].[Cs+].[Cs+].CN(C=O)C, predict the reaction product. The product is: [CH2:26]([N:18]1[C:17]([C:14]2[CH:15]=[CH:16][C:11]([O:10][C:2]3[N:1]([CH3:30])[C:5]4[CH:6]=[CH:7][CH:8]=[CH:9][C:4]=4[N:3]=3)=[CH:12][CH:13]=2)=[C:21]2[N:22]=[CH:23][CH:24]=[CH:25][C:20]2=[N:19]1)[CH3:27].